From a dataset of Reaction yield outcomes from USPTO patents with 853,638 reactions. Predict the reaction yield, written as a fraction of the theoretical maximum amount of product (1.0 means a 100% yield; for example, 0.34 means a 34% yield). (1) The reactants are Cl[C:2]([O:4][CH:5]([CH3:7])[CH3:6])=[O:3].[NH:8]1[CH2:13][CH2:12][CH:11]([CH2:14][OH:15])[CH2:10][CH2:9]1.C(N(CC)CC)C. The catalyst is C(Cl)Cl. The product is [OH:15][CH2:14][CH:11]1[CH2:12][CH2:13][N:8]([C:2]([O:4][CH:5]([CH3:7])[CH3:6])=[O:3])[CH2:9][CH2:10]1. The yield is 0.890. (2) The reactants are [CH3:1][C:2]1[N:7]=[C:6]([C:8]([C:10]2[S:14][C:13]([NH2:15])=[N:12][C:11]=2[C:16]2[O:17][CH:18]=[CH:19][CH:20]=2)=[O:9])[CH:5]=[CH:4][CH:3]=1.C(N(CC)CC)C.Br[CH2:29][C:30](Br)=[O:31].[NH:33]1[CH2:38][CH2:37][O:36][CH2:35][CH2:34]1. The catalyst is C1COCC1.O. The product is [O:17]1[CH:18]=[CH:19][CH:20]=[C:16]1[C:11]1[N:12]=[C:13]([NH:15][C:30](=[O:31])[CH2:29][N:33]2[CH2:38][CH2:37][O:36][CH2:35][CH2:34]2)[S:14][C:10]=1[C:8]([C:6]1[CH:5]=[CH:4][CH:3]=[C:2]([CH3:1])[N:7]=1)=[O:9]. The yield is 0.690. (3) The reactants are [C:1]([C:5]1[O:9][N:8]=[C:7]([NH:10][C:11]([NH:13][C:14]2[CH:19]=[CH:18][CH:17]=[C:16]([O:20][C:21]3[C:30]4[C:25](=[CH:26][C:27]([O:35][CH3:36])=[C:28]([O:31][CH2:32][CH2:33]Cl)[CH:29]=4)[N:24]=[CH:23][N:22]=3)[CH:15]=2)=[O:12])[CH:6]=1)([CH3:4])([CH3:3])[CH3:2].[NH:37]1[CH2:42][CH2:41][S:40](=[O:44])(=[O:43])[CH2:39][CH2:38]1.CCN(C(C)C)C(C)C. The catalyst is [I-].C([N+](CCCC)(CCCC)CCCC)CCC.CN(C=O)C. The product is [C:1]([C:5]1[O:9][N:8]=[C:7]([NH:10][C:11]([NH:13][C:14]2[CH:19]=[CH:18][CH:17]=[C:16]([O:20][C:21]3[C:30]4[C:25](=[CH:26][C:27]([O:35][CH3:36])=[C:28]([O:31][CH2:32][CH2:33][N:37]5[CH2:42][CH2:41][S:40](=[O:44])(=[O:43])[CH2:39][CH2:38]5)[CH:29]=4)[N:24]=[CH:23][N:22]=3)[CH:15]=2)=[O:12])[CH:6]=1)([CH3:4])([CH3:3])[CH3:2]. The yield is 0.230.